This data is from Full USPTO retrosynthesis dataset with 1.9M reactions from patents (1976-2016). The task is: Predict the reactants needed to synthesize the given product. (1) The reactants are: [OH:1][C@@:2]1([CH3:20])[C:7](=[N:8][CH2:9][C:10]([O:12][C:13]([CH3:16])([CH3:15])[CH3:14])=[O:11])[CH2:6][C@H:5]2[CH2:17][C@@H:3]1[C:4]2([CH3:19])[CH3:18].C[Mg]Br.C(OCC)C.N12CCCN=C1CCCCC2.[C:40]([O:45][CH2:46][CH3:47])(=[O:44])/[CH:41]=[CH:42]/[CH3:43]. Given the product [OH:1][C@@:2]1([CH3:20])[C:7](=[N:8][C@H:9]([C:10]([O:12][C:13]([CH3:14])([CH3:16])[CH3:15])=[O:11])[CH:42]([CH3:43])[CH2:41][C:40]([O:45][CH2:46][CH3:47])=[O:44])[CH2:6][C@H:5]2[CH2:17][C@@H:3]1[C:4]2([CH3:19])[CH3:18], predict the reactants needed to synthesize it. (2) Given the product [CH3:30][O:29][C:26]1[CH:25]=[CH:24][C:23]([C:22]2[C:15]3[C:14]([NH:13][CH2:12][CH2:11][CH2:10][CH2:9][CH2:8][NH2:7])=[N:19][CH:18]=[N:17][C:16]=3[O:20][C:21]=2[C:31]2[CH:36]=[CH:35][CH:34]=[CH:33][CH:32]=2)=[CH:28][CH:27]=1, predict the reactants needed to synthesize it. The reactants are: C(OC(=O)[NH:7][CH2:8][CH2:9][CH2:10][CH2:11][CH2:12][NH:13][C:14]1[C:15]2[C:22]([C:23]3[CH:28]=[CH:27][C:26]([O:29][CH3:30])=[CH:25][CH:24]=3)=[C:21]([C:31]3[CH:36]=[CH:35][CH:34]=[CH:33][CH:32]=3)[O:20][C:16]=2[N:17]=[CH:18][N:19]=1)(C)(C)C.C1(OC)C=CC=CC=1.FC(F)(F)C(O)=O. (3) Given the product [Si:5]([O:4][CH2:3][CH2:2][S:12][C:13]1[CH:14]=[C:15]([CH:19]=[CH:20][CH:21]=1)[C:16]([OH:18])=[O:17])([C:8]([CH3:11])([CH3:10])[CH3:9])([CH3:7])[CH3:6], predict the reactants needed to synthesize it. The reactants are: Br[CH2:2][CH2:3][O:4][Si:5]([C:8]([CH3:11])([CH3:10])[CH3:9])([CH3:7])[CH3:6].[SH:12][C:13]1[CH:14]=[C:15]([CH:19]=[CH:20][CH:21]=1)[C:16]([OH:18])=[O:17].C(=O)([O-])[O-].[K+].[K+].Cl. (4) Given the product [C:1]([O:4][C@@H:5]1[C@@H:17]([N:18]=[N+:19]=[N-:20])[C@@H:16]([O:21][C:22](=[O:24])[CH3:23])[C@@H:15]([CH2:25][O:26][C:27](=[O:29])[CH3:28])[O:14][C@@H:6]1[Br:30])(=[O:3])[CH3:2], predict the reactants needed to synthesize it. The reactants are: [C:1]([O:4][C@@H:5]1[C@@H:17]([N:18]=[N+:19]=[N-:20])[C@@H:16]([O:21][C:22](=[O:24])[CH3:23])[C@@H:15]([CH2:25][O:26][C:27](=[O:29])[CH3:28])[O:14][C@H:6]1SC1C=CC=CC=1)(=[O:3])[CH3:2].[Br:30]Br.CCCCCCC.C1CCCC=1. (5) Given the product [Cl:1][C:2]1[CH:15]=[CH:14][C:5]([CH2:6][C:7]2[C:8]([CH3:13])=[N:9][N:10]3[C:26](=[O:27])[CH:25]=[C:24]([C:20]4[CH:21]=[CH:22][CH:23]=[C:18]([O:17][CH3:16])[CH:19]=4)[NH:12][C:11]=23)=[CH:4][CH:3]=1, predict the reactants needed to synthesize it. The reactants are: [Cl:1][C:2]1[CH:15]=[CH:14][C:5]([CH2:6][C:7]2[C:8]([CH3:13])=[N:9][NH:10][C:11]=2[NH2:12])=[CH:4][CH:3]=1.[CH3:16][O:17][C:18]1[CH:19]=[C:20]([C:24](=O)[CH2:25][C:26](OC)=[O:27])[CH:21]=[CH:22][CH:23]=1. (6) Given the product [CH2:1]([O:8][C:9]([N:11]1[CH2:15][CH:14]2[CH:16]([OH:21])[C:17]([F:20])([F:19])[CH2:18][CH:13]2[CH2:12]1)=[O:10])[C:2]1[CH:7]=[CH:6][CH:5]=[CH:4][CH:3]=1, predict the reactants needed to synthesize it. The reactants are: [CH2:1]([O:8][C:9]([N:11]1[CH2:15][CH:14]2[C:16](=[O:21])[C:17]([F:20])([F:19])[CH2:18][CH:13]2[CH2:12]1)=[O:10])[C:2]1[CH:7]=[CH:6][CH:5]=[CH:4][CH:3]=1.C([BH-](C(CC)C)C(CC)C)(CC)C.[Li+].OO. (7) Given the product [N+:1]([C:4]1[CH:9]=[CH:8][C:7]([CH2:10][CH2:11][N:12]2[CH2:13][CH2:14][N:15]([CH2:18][CH:19]([C:21]3[CH:22]=[CH:23][C:24]([N+:27]([O-:29])=[O:28])=[CH:25][CH:26]=3)[CH3:20])[CH2:16][CH2:17]2)=[CH:6][CH:5]=1)([O-:3])=[O:2], predict the reactants needed to synthesize it. The reactants are: [N+:1]([C:4]1[CH:9]=[CH:8][C:7]([CH2:10][CH2:11][N:12]2[CH2:17][CH2:16][N:15]([C:18](=O)[CH:19]([C:21]3[CH:26]=[CH:25][C:24]([N+:27]([O-:29])=[O:28])=[CH:23][CH:22]=3)[CH3:20])[CH2:14][CH2:13]2)=[CH:6][CH:5]=1)([O-:3])=[O:2].Cl.[OH-].[Na+].